This data is from Forward reaction prediction with 1.9M reactions from USPTO patents (1976-2016). The task is: Predict the product of the given reaction. Given the reactants [F:1][C:2]([F:14])([F:13])[O:3][C:4]1[CH:9]=[CH:8][C:7](B(O)O)=[CH:6][CH:5]=1.[Cl:15][C:16]1[CH:21]=[CH:20][CH:19]=[C:18]([F:22])[C:17]=1[C:23]1[N:27]=[C:26]([C:28]2[C:32]([CH3:33])=[C:31](Br)[S:30][CH:29]=2)[N:25]([CH3:35])[N:24]=1.C(=O)([O-])[O-].[Na+].[Na+].C1(C)C=CC=CC=1P(C1C=CC=CC=1C)C1C=CC=CC=1C.Cl, predict the reaction product. The product is: [Cl:15][C:16]1[CH:21]=[CH:20][CH:19]=[C:18]([F:22])[C:17]=1[C:23]1[N:27]=[C:26]([C:28]2[C:32]([CH3:33])=[C:31]([C:7]3[CH:8]=[CH:9][C:4]([O:3][C:2]([F:14])([F:13])[F:1])=[CH:5][CH:6]=3)[S:30][CH:29]=2)[N:25]([CH3:35])[N:24]=1.